Task: Predict the product of the given reaction.. Dataset: Forward reaction prediction with 1.9M reactions from USPTO patents (1976-2016) (1) The product is: [CH2:1]([N:8]1[C@@H:13]([CH3:14])[CH2:12][O:11][C@H:10]([CH2:15][C:16]2[CH:17]=[CH:18][C:19]([F:22])=[CH:20][CH:21]=2)[CH2:9]1)[C:2]1[CH:3]=[CH:4][CH:5]=[CH:6][CH:7]=1.[CH2:1]([N:8]1[C@@H:13]([CH3:14])[CH2:12][O:11][C@@H:10]([CH2:15][C:16]2[CH:17]=[CH:18][C:19]([F:22])=[CH:20][CH:21]=2)[CH2:9]1)[C:2]1[CH:3]=[CH:4][CH:5]=[CH:6][CH:7]=1. Given the reactants [CH2:1]([N:8]1[CH:13]([CH3:14])[CH2:12][O:11][C@@H:10]([CH2:15][C:16]2[CH:21]=[CH:20][C:19]([F:22])=[CH:18][CH:17]=2)[C:9]1=O)[C:2]1[CH:7]=[CH:6][CH:5]=[CH:4][CH:3]=1.[H-].[Al+3].[Li+].[H-].[H-].[H-], predict the reaction product. (2) Given the reactants [CH:1]1([C:4]([N:6]2[CH2:11][CH2:10][N:9]([C:12]([C:14]3[CH:19]=[CH:18][C:17]([CH:20]4[CH:29]([C:30]5[CH:35]=[CH:34][CH:33]=[CH:32][CH:31]=5)[C:28](=O)[C:27]5[C:26]([C:37]([O:39]C)=O)=[CH:25][CH:24]=[CH:23][C:22]=5[NH:21]4)=[CH:16][CH:15]=3)=[O:13])[CH2:8][CH2:7]2)=[O:5])[CH2:3][CH2:2]1.O.[NH2:42][NH2:43], predict the reaction product. The product is: [CH:1]1([C:4]([N:6]2[CH2:11][CH2:10][N:9]([C:12]([C:14]3[CH:19]=[CH:18][C:17]([CH:20]4[NH:21][C:22]5[C:27]6[C:28](=[N:42][NH:43][C:37](=[O:39])[C:26]=6[CH:25]=[CH:24][CH:23]=5)[CH:29]4[C:30]4[CH:35]=[CH:34][CH:33]=[CH:32][CH:31]=4)=[CH:16][CH:15]=3)=[O:13])[CH2:8][CH2:7]2)=[O:5])[CH2:3][CH2:2]1. (3) Given the reactants [C:1]([C:3]1[CH:4]=[C:5](B(O)O)[CH:6]=[CH:7][CH:8]=1)#[N:2].Br[C:13]1[S:17][C:16]([C:18]([O:20]CC)=[O:19])=[N:15][C:14]=1[C:23]1[CH:28]=[CH:27][C:26]([F:29])=[C:25]([C:30]#[N:31])[CH:24]=1.C(=O)(O)[O-].[Na+], predict the reaction product. The product is: [C:30]([C:25]1[CH:24]=[C:23]([C:14]2[N:15]=[C:16]([C:18]([OH:20])=[O:19])[S:17][C:13]=2[C:7]2[CH:6]=[CH:5][CH:4]=[C:3]([C:1]#[N:2])[CH:8]=2)[CH:28]=[CH:27][C:26]=1[F:29])#[N:31]. (4) Given the reactants [Cl:1][C:2]1[C:3]([C:33]2[C:41]3[C:36](=[CH:37][CH:38]=[CH:39][CH:40]=3)[NH:35][CH:34]=2)=[N:4][C:5]([NH:8][C@@H:9]2[CH2:14][N:13]([CH3:15])[CH2:12][C@@H:11]([C:16]([NH:18][C:19]3[CH:24]=[CH:23][C:22]([NH:25]C(=O)OC(C)(C)C)=[CH:21][CH:20]=3)=[O:17])[CH2:10]2)=[N:6][CH:7]=1, predict the reaction product. The product is: [NH2:25][C:22]1[CH:23]=[CH:24][C:19]([NH:18][C:16]([C@H:11]2[CH2:10][C@H:9]([NH:8][C:5]3[N:4]=[C:3]([C:33]4[C:41]5[C:36](=[CH:37][CH:38]=[CH:39][CH:40]=5)[NH:35][CH:34]=4)[C:2]([Cl:1])=[CH:7][N:6]=3)[CH2:14][N:13]([CH3:15])[CH2:12]2)=[O:17])=[CH:20][CH:21]=1. (5) Given the reactants [C]=O.C=O.[C:5]([OH:9])(=[O:8])[CH2:6][CH3:7].C([O:14][CH2:15][C:16]([OH:18])=[O:17])(=O)CC, predict the reaction product. The product is: [C:16]([OH:18])(=[O:17])[CH2:15][OH:14].[C:5]([OH:9])(=[O:8])[CH2:6][CH3:7].